Task: Predict the reaction yield, written as a fraction of the theoretical maximum amount of product (1.0 means a 100% yield; for example, 0.34 means a 34% yield).. Dataset: Reaction yield outcomes from USPTO patents with 853,638 reactions (1) The reactants are [O:1]1[C:6]2[CH:7]=[CH:8][C:9]([C:11]3[C:19]4[C:14](=[CH:15][CH:16]=[C:17]([C:20]#[N:21])[CH:18]=4)[NH:13][N:12]=3)=[CH:10][C:5]=2[O:4][CH2:3][CH2:2]1.[OH:22]O.[OH-].[Na+].Cl. The catalyst is O.C(O)C. The product is [O:1]1[C:6]2[CH:7]=[CH:8][C:9]([C:11]3[C:19]4[C:14](=[CH:15][CH:16]=[C:17]([C:20]([NH2:21])=[O:22])[CH:18]=4)[NH:13][N:12]=3)=[CH:10][C:5]=2[O:4][CH2:3][CH2:2]1. The yield is 0.500. (2) The reactants are N[C:2]1[CH:3]=[C:4]([NH:17][C:18](=[O:20])[CH3:19])[CH:5]=[CH:6][C:7]=1[C:8]([CH3:16])([CH3:15])[CH2:9][O:10][CH2:11][CH2:12][O:13][CH3:14].N([O-])=[O:22].[Na+]. The catalyst is OS(O)(=O)=O. The product is [OH:22][C:2]1[CH:3]=[C:4]([NH:17][C:18](=[O:20])[CH3:19])[CH:5]=[CH:6][C:7]=1[C:8]([CH3:16])([CH3:15])[CH2:9][O:10][CH2:11][CH2:12][O:13][CH3:14]. The yield is 0.380. (3) The product is [NH2:1][C:2]1[CH:7]=[C:6]([C:8]2[N:12]([C:13]3[CH:14]=[C:15]([CH:21]=[CH:22][CH:23]=3)[C:16]([OH:18])=[O:17])[N:11]=[CH:10][CH:9]=2)[C:5]([C:24]2[CH:29]=[CH:28][C:27]([N:30]3[CH2:31][CH2:32][N:33]([CH3:36])[CH2:34][CH2:35]3)=[CH:26][C:25]=2[O:37][CH3:38])=[CH:4][N:3]=1. The reactants are [NH2:1][C:2]1[CH:7]=[C:6]([C:8]2[N:12]([C:13]3[CH:14]=[C:15]([CH:21]=[CH:22][CH:23]=3)[C:16]([O:18]CC)=[O:17])[N:11]=[CH:10][CH:9]=2)[C:5]([C:24]2[CH:29]=[CH:28][C:27]([N:30]3[CH2:35][CH2:34][N:33]([CH3:36])[CH2:32][CH2:31]3)=[CH:26][C:25]=2[O:37][CH3:38])=[CH:4][N:3]=1.[OH-].[Na+].Cl. The yield is 0.650. The catalyst is CO. (4) The reactants are [CH2:1]([O:8][CH2:9][C@@H:10]1[O:15][CH2:14][CH2:13][NH:12][CH2:11]1)[C:2]1[CH:7]=[CH:6][CH:5]=[CH:4][CH:3]=1.C([O-])([O-])=O.[K+].[K+].[CH3:22][C:23]([O:26][C:27](O[C:27]([O:26][C:23]([CH3:25])([CH3:24])[CH3:22])=[O:28])=[O:28])([CH3:25])[CH3:24]. The catalyst is CC(C)=O.O. The product is [CH2:1]([O:8][CH2:9][C@@H:10]1[O:15][CH2:14][CH2:13][N:12]([C:27]([O:26][C:23]([CH3:25])([CH3:24])[CH3:22])=[O:28])[CH2:11]1)[C:2]1[CH:3]=[CH:4][CH:5]=[CH:6][CH:7]=1. The yield is 0.440. (5) The reactants are CC1C=C(N2CCN(CC3C=CC(C(F)(F)F)=CC=3)C2=O)SC=1C(OCC)=O.[CH3:29][C:30]1[N:31]=[C:32]([N:40]2[CH2:44][CH2:43][N:42]([CH2:45][C:46]3[CH:47]=[CH:48][CH:49]=[C:50]4[C:55]=3[N:54]=[CH:53][CH:52]=[CH:51]4)[C:41]2=[O:56])[S:33][C:34]=1[C:35]([O:37]CC)=[O:36]. No catalyst specified. The product is [CH3:29][C:30]1[N:31]=[C:32]([N:40]2[CH2:44][CH2:43][N:42]([CH2:45][C:46]3[CH:47]=[CH:48][CH:49]=[C:50]4[C:55]=3[N:54]=[CH:53][CH:52]=[CH:51]4)[C:41]2=[O:56])[S:33][C:34]=1[C:35]([OH:37])=[O:36]. The yield is 0.880. (6) The reactants are Cl[C:2]1[CH:3]=[C:4]([CH:12]([CH2:24][CH:25]2[CH2:30][CH2:29][O:28][CH2:27][CH2:26]2)[C:13]([NH:15][C:16]2[CH:21]=[N:20][C:19]([C:22]#[N:23])=[CH:18][N:17]=2)=[O:14])[CH:5]=[CH:6][C:7]=1[S:8]([CH3:11])(=[O:10])=[O:9].[ClH:31].[NH2:32][OH:33].C(=O)([O-])[O-].[Na+].[Na+]. The catalyst is C(O)C.O. The product is [Cl:31][C:2]1[CH:3]=[C:4]([CH:12]([CH2:24][CH:25]2[CH2:30][CH2:29][O:28][CH2:27][CH2:26]2)[C:13]([NH:15][C:16]2[CH:21]=[N:20][C:19]([C:22](=[NH:23])[NH:32][OH:33])=[CH:18][N:17]=2)=[O:14])[CH:5]=[CH:6][C:7]=1[S:8]([CH3:11])(=[O:10])=[O:9]. The yield is 0.680.